Dataset: Full USPTO retrosynthesis dataset with 1.9M reactions from patents (1976-2016). Task: Predict the reactants needed to synthesize the given product. (1) Given the product [F:21][C:19]([F:20])([F:22])[O:18][C:15]1[CH:16]=[CH:17][C:12]([C:9]2[CH:10]=[CH:11][C:6]3[N:7]([C:23](=[O:24])[N:4]([CH2:3][CH2:2][O:1][C:28]4[N:39]=[CH:32][C:31]([C:34]([F:37])([F:36])[F:35])=[CH:30][N:29]=4)[N:5]=3)[CH:8]=2)=[CH:13][CH:14]=1, predict the reactants needed to synthesize it. The reactants are: [OH:1][CH2:2][CH2:3][N:4]1[C:23](=[O:24])[N:7]2[CH:8]=[C:9]([C:12]3[CH:17]=[CH:16][C:15]([O:18][C:19]([F:22])([F:21])[F:20])=[CH:14][CH:13]=3)[CH:10]=[CH:11][C:6]2=[N:5]1.[H-].[Na+].Cl[C:28]1C=[CH:32][C:31]([C:34]([F:37])([F:36])[F:35])=[CH:30][N:29]=1.C[N:39](C=O)C. (2) Given the product [CH:26]1([NH:25][C:20]2[N:21]=[C:22]3[CH2:23][CH2:24][NH:15][CH:16]([CH3:44])[C:17]3=[N:18][C:19]=2[N:29]2[CH2:30][CH2:31][CH:32]([O:35][C:36]3[CH:41]=[CH:40][C:39]([F:42])=[CH:38][C:37]=3[F:43])[CH2:33][CH2:34]2)[CH2:28][CH2:27]1.[C:2]([OH:3])([C:4]([F:7])([F:6])[F:5])=[O:1], predict the reactants needed to synthesize it. The reactants are: [OH:1][C:2]([C:4]([F:7])([F:6])[F:5])=[O:3].C([N:15]1[CH2:24][CH2:23][C:22]2[C:17](=[N:18][C:19]([N:29]3[CH2:34][CH2:33][CH:32]([O:35][C:36]4[CH:41]=[CH:40][C:39]([F:42])=[CH:38][C:37]=4[F:43])[CH2:31][CH2:30]3)=[C:20]([NH:25][CH:26]3[CH2:28][CH2:27]3)[N:21]=2)[CH:16]1[CH3:44])C1C=CC=CC=1.[H][H]. (3) Given the product [F:29][C:27]1[C:5]2[N:6]([CH2:9][C:10]3[CH:26]=[CH:25][C:13]4[N:14]=[C:15]([NH:17][C@@H:18]5[CH2:23][CH2:22][CH2:21][CH2:20][C@H:19]5[OH:24])[S:16][C:12]=4[CH:11]=3)[CH:7]=[N:8][C:4]=2[CH:3]=[C:2]([CH:30]=[CH2:31])[CH:28]=1, predict the reactants needed to synthesize it. The reactants are: Br[C:2]1[CH:28]=[C:27]([F:29])[C:5]2[N:6]([CH2:9][C:10]3[CH:26]=[CH:25][C:13]4[N:14]=[C:15]([NH:17][C@@H:18]5[CH2:23][CH2:22][CH2:21][CH2:20][C@H:19]5[OH:24])[S:16][C:12]=4[CH:11]=3)[CH:7]=[N:8][C:4]=2[CH:3]=1.[CH:30](B1OC(C)(C)C(C)(C)O1)=[CH2:31].C(=O)([O-])[O-].[Na+].[Na+].O1CCOCC1.